This data is from Catalyst prediction with 721,799 reactions and 888 catalyst types from USPTO. The task is: Predict which catalyst facilitates the given reaction. (1) Reactant: [CH3:1][N:2]1[CH2:6][C@@H:5]2[N:7]([C:10]3[C:15]([N+:16]([O-])=O)=[CH:14][C:13]([NH:19][C:20]4[N:25]=[C:24]([C:26]5[CH:27]=[N:28][N:29]6[CH:34]=[CH:33][CH:32]=[CH:31][C:30]=56)[C:23]([Cl:35])=[CH:22][N:21]=4)=[C:12]([O:36][CH3:37])[CH:11]=3)[CH2:8][CH2:9][C@@H:4]2[CH2:3]1.[NH4+].[Cl-]. Product: [CH3:1][N:2]1[CH2:6][C@@H:5]2[N:7]([C:10]3[CH:11]=[C:12]([O:36][CH3:37])[C:13]([NH:19][C:20]4[N:25]=[C:24]([C:26]5[CH:27]=[N:28][N:29]6[CH:34]=[CH:33][CH:32]=[CH:31][C:30]=56)[C:23]([Cl:35])=[CH:22][N:21]=4)=[CH:14][C:15]=3[NH2:16])[CH2:8][CH2:9][C@@H:4]2[CH2:3]1. The catalyst class is: 190. (2) Reactant: B(Br)(Br)Br.[C:5]([C:7]1[CH:12]=[CH:11][C:10]([C:13]([NH:21][C:22](=[O:33])[CH2:23][CH2:24][C:25]2[CH:30]=[CH:29][CH:28]=[C:27]([O:31]C)[CH:26]=2)([C:15]2[N:16]([CH3:20])[CH:17]=[N:18][CH:19]=2)[CH3:14])=[CH:9][C:8]=1[F:34])#[N:6]. Product: [C:5]([C:7]1[CH:12]=[CH:11][C:10]([C:13]([NH:21][C:22](=[O:33])[CH2:23][CH2:24][C:25]2[CH:30]=[CH:29][CH:28]=[C:27]([OH:31])[CH:26]=2)([C:15]2[N:16]([CH3:20])[CH:17]=[N:18][CH:19]=2)[CH3:14])=[CH:9][C:8]=1[F:34])#[N:6]. The catalyst class is: 22. (3) Reactant: [CH3:1][N:2]([CH2:4][C@@H:5]1[O:10][CH2:9][C@@H:8]([CH3:11])[N:7](CC2C=CC=CC=2)[CH2:6]1)[CH3:3]. Product: [CH3:3][N:2]([CH2:4][C@H:5]1[O:10][CH2:9][C@@H:8]([CH3:11])[NH:7][CH2:6]1)[CH3:1]. The catalyst class is: 50. (4) Product: [CH2:15]([C@@H:19]([CH2:23][CH:24]=[CH2:25])[C:20]([NH:9][CH2:10][C:11]([O:13][CH3:14])=[O:12])=[O:21])[CH:16]([CH3:18])[CH3:17]. The catalyst class is: 34. Reactant: CN1CCOCC1.Cl.[NH2:9][CH2:10][C:11]([O:13][CH3:14])=[O:12].[CH2:15]([C@@H:19]([CH2:23][CH:24]=[CH2:25])[C:20](O)=[O:21])[CH:16]([CH3:18])[CH3:17].CN(C(ON1N=NC2C=CC=NC1=2)=[N+](C)C)C.F[P-](F)(F)(F)(F)F. (5) Reactant: [CH2:1]([N:8]1[CH2:13][CH2:12][N:11]([CH2:14][C:15]2[CH:20]=[CH:19][CH:18]=[CH:17][CH:16]=2)[CH2:10][CH:9]1[CH2:21]O)[C:2]1[CH:7]=[CH:6][CH:5]=[CH:4][CH:3]=1.[C:23]1(=[O:33])[NH:27][C:26](=[O:28])[C:25]2=[CH:29][CH:30]=[CH:31][CH:32]=[C:24]12.C1(P(C2C=CC=CC=2)C2C=CC=CC=2)C=CC=CC=1.N(C(OCC)=O)=NC(OCC)=O. Product: [CH2:1]([N:8]1[CH2:13][CH2:12][N:11]([CH2:14][C:15]2[CH:20]=[CH:19][CH:18]=[CH:17][CH:16]=2)[CH2:10][CH:9]1[CH2:21][N:27]1[C:23](=[O:33])[C:24]2[C:25](=[CH:29][CH:30]=[CH:31][CH:32]=2)[C:26]1=[O:28])[C:2]1[CH:3]=[CH:4][CH:5]=[CH:6][CH:7]=1. The catalyst class is: 207.